From a dataset of Full USPTO retrosynthesis dataset with 1.9M reactions from patents (1976-2016). Predict the reactants needed to synthesize the given product. Given the product [CH3:16][O:9][C:8](=[O:10])[CH2:7][CH2:6][C:5]1[CH:11]=[CH:12][CH:13]=[C:3]([C:2]([F:14])([F:15])[F:1])[CH:4]=1, predict the reactants needed to synthesize it. The reactants are: [F:1][C:2]([F:15])([F:14])[C:3]1[CH:4]=[C:5]([CH:11]=[CH:12][CH:13]=1)[CH:6]=[CH:7][C:8]([OH:10])=[O:9].[CH2:16](O)C.